The task is: Predict the reactants needed to synthesize the given product.. This data is from Full USPTO retrosynthesis dataset with 1.9M reactions from patents (1976-2016). (1) Given the product [CH3:13][O:12][C:9]1[N:10]=[CH:11][C:6]([CH2:5][C:1]#[N:2])=[CH:7][CH:8]=1, predict the reactants needed to synthesize it. The reactants are: [C-:1]#[N:2].[Na+].Cl[CH2:5][C:6]1[CH:7]=[CH:8][C:9]([O:12][CH3:13])=[N:10][CH:11]=1. (2) Given the product [CH3:1][C:2]1([CH3:43])[C:3](=[O:42])[N:4]([C:29]2[CH:34]=[CH:33][C:32]([NH:35][C:52]([NH:51][CH:48]([CH3:49])[CH2:47][CH3:46])=[O:79])=[C:31]([CH3:38])[CH:30]=2)[C:5](=[O:28])[N:6]1[CH2:7][CH2:8][CH2:9][CH2:10][CH2:11][CH2:12][CH2:13][CH2:14][CH2:15][S:16]([CH2:18][CH2:19][CH2:20][C:21]([F:27])([F:26])[C:22]([F:23])([F:25])[F:24])=[O:17], predict the reactants needed to synthesize it. The reactants are: [CH3:1][C:2]1([CH3:43])[N:6]([CH2:7][CH2:8][CH2:9][CH2:10][CH2:11][CH2:12][CH2:13][CH2:14][CH2:15][S:16]([CH2:18][CH2:19][CH2:20][C:21]([F:27])([F:26])[C:22]([F:25])([F:24])[F:23])=[O:17])[C:5](=[O:28])[N:4]([C:29]2[CH:34]=[CH:33][C:32]([N+:35]([O-])=O)=[C:31]([C:38](F)(F)F)[CH:30]=2)[C:3]1=[O:42].NC1C=[CH:49][C:48]([N:51]2C(=O)C(C)(C)N(CCCCCCCCCSCCCC(F)(F)C(F)(F)F)[C:52]2=[O:79])=[CH:47][C:46]=1C. (3) Given the product [Cl:6][C:7]1[C:8]([C:30]2[CH:31]=[N:32][N:33]3[CH:38]=[CH:37][CH:36]=[CH:35][C:34]=23)=[N:9][C:10]([NH:13][C:14]2[C:19]([O:20][CH3:21])=[CH:18][C:17]([N:22]3[CH2:23][CH2:24][N:25]([CH3:28])[CH2:26][CH2:27]3)=[C:16]([NH:29][C:1](=[O:4])[CH:2]=[CH2:3])[CH:15]=2)=[N:11][CH:12]=1, predict the reactants needed to synthesize it. The reactants are: [C:1](Cl)(=[O:4])[CH:2]=[CH2:3].[Cl:6][C:7]1[C:8]([C:30]2[CH:31]=[N:32][N:33]3[CH:38]=[CH:37][CH:36]=[CH:35][C:34]=23)=[N:9][C:10]([NH:13][C:14]2[CH:15]=[C:16]([NH2:29])[C:17]([N:22]3[CH2:27][CH2:26][N:25]([CH3:28])[CH2:24][CH2:23]3)=[CH:18][C:19]=2[O:20][CH3:21])=[N:11][CH:12]=1.CCN(C(C)C)C(C)C.[Cl-]. (4) Given the product [CH2:29]([O:36][C:37](=[O:41])[C@@H:38]([NH:40][C:19](=[O:20])[C:18]1[CH:17]=[CH:16][C:15]([S:12](=[O:13])(=[O:14])[NH:11][C:6]2[CH:7]=[CH:8][CH:9]=[CH:10][C:5]=2[O:4][C:3]2[CH:24]=[CH:25][C:26]([Cl:28])=[CH:27][C:2]=2[Cl:1])=[CH:23][CH:22]=1)[CH3:39])[C:30]1[CH:35]=[CH:34][CH:33]=[CH:32][CH:31]=1, predict the reactants needed to synthesize it. The reactants are: [Cl:1][C:2]1[CH:27]=[C:26]([Cl:28])[CH:25]=[CH:24][C:3]=1[O:4][C:5]1[CH:10]=[CH:9][CH:8]=[CH:7][C:6]=1[NH:11][S:12]([C:15]1[CH:23]=[CH:22][C:18]([C:19](O)=[O:20])=[CH:17][CH:16]=1)(=[O:14])=[O:13].[CH2:29]([O:36][C:37](=[O:41])[C@@H:38]([NH2:40])[CH3:39])[C:30]1[CH:35]=[CH:34][CH:33]=[CH:32][CH:31]=1. (5) Given the product [O:54]1[C:55]2[CH:61]=[CH:60][CH:59]=[CH:58][C:56]=2[N:57]=[C:53]1[CH:51]([OH:52])[C@@H:50]([NH:49][C:10](=[O:11])[C@@H:9]([NH:13][CH:14]([C:19]1[CH:24]=[CH:23][CH:22]=[CH:21][CH:20]=1)[C:15]([F:16])([F:17])[F:18])[CH2:8][C:3]1[CH:4]=[CH:5][CH:6]=[CH:7][C:2]=1[Cl:1])[CH2:62][CH3:63], predict the reactants needed to synthesize it. The reactants are: [Cl:1][C:2]1[CH:7]=[CH:6][CH:5]=[CH:4][C:3]=1[CH2:8][C@H:9]([NH:13][CH:14]([C:19]1[CH:24]=[CH:23][CH:22]=[CH:21][CH:20]=1)[C:15]([F:18])([F:17])[F:16])[C:10](O)=[O:11].CN(C(ON1N=NC2C=CC=NC1=2)=[N+](C)C)C.F[P-](F)(F)(F)(F)F.[NH2:49][C@@H:50]([CH2:62][CH3:63])[CH:51]([C:53]1[O:54][C:55]2[CH:61]=[CH:60][CH:59]=[CH:58][C:56]=2[N:57]=1)[OH:52].